Dataset: Catalyst prediction with 721,799 reactions and 888 catalyst types from USPTO. Task: Predict which catalyst facilitates the given reaction. Reactant: [OH:1][C@H:2]([CH2:25][NH:26][C:27]([CH3:40])([CH3:39])[CH2:28][C:29]1[CH:38]=[CH:37][C:36]2[C:31](=[CH:32][CH:33]=[CH:34][CH:35]=2)[CH:30]=1)[CH2:3][O:4][C@@H:5]([C:7]1[CH:12]=[CH:11][CH:10]=[CH:9][C:8]=1[C:13]1[CH:18]=[CH:17][CH:16]=[C:15]([CH2:19][C:20]([O:22]CC)=[O:21])[CH:14]=1)[CH3:6].[OH-].[Na+]. Product: [OH:1][C@H:2]([CH2:25][NH:26][C:27]([CH3:39])([CH3:40])[CH2:28][C:29]1[CH:38]=[CH:37][C:36]2[C:31](=[CH:32][CH:33]=[CH:34][CH:35]=2)[CH:30]=1)[CH2:3][O:4][C@@H:5]([C:7]1[CH:12]=[CH:11][CH:10]=[CH:9][C:8]=1[C:13]1[CH:18]=[CH:17][CH:16]=[C:15]([CH2:19][C:20]([OH:22])=[O:21])[CH:14]=1)[CH3:6]. The catalyst class is: 111.